From a dataset of Full USPTO retrosynthesis dataset with 1.9M reactions from patents (1976-2016). Predict the reactants needed to synthesize the given product. (1) Given the product [CH2:1]([O:3][C:4](=[O:9])[CH:5]([F:8])[CH2:6][O:7][Si:15]([C:28]([CH3:31])([CH3:30])[CH3:29])([C:22]1[CH:23]=[CH:24][CH:25]=[CH:26][CH:27]=1)[C:16]1[CH:21]=[CH:20][CH:19]=[CH:18][CH:17]=1)[CH3:2], predict the reactants needed to synthesize it. The reactants are: [CH2:1]([O:3][C:4](=[O:9])[CH:5]([F:8])[CH2:6][OH:7])[CH3:2].N1C=CN=C1.[Si:15](Cl)([C:28]([CH3:31])([CH3:30])[CH3:29])([C:22]1[CH:27]=[CH:26][CH:25]=[CH:24][CH:23]=1)[C:16]1[CH:21]=[CH:20][CH:19]=[CH:18][CH:17]=1.O.C(=O)(O)[O-].[Na+]. (2) Given the product [Br:8][C:4]1[CH:3]=[C:2]([N:17]2[C:16](=[O:31])[C:15]([O:14][C:13]3[CH:32]=[CH:33][C:10]([F:9])=[CH:11][CH:12]=3)=[C:20]([C:21]3[CH:26]=[CH:25][C:24]([S:27]([CH3:30])(=[O:28])=[O:29])=[CH:23][CH:22]=3)[CH:19]=[N:18]2)[CH:7]=[CH:6][CH:5]=1, predict the reactants needed to synthesize it. The reactants are: Br[C:2]1[CH:7]=[CH:6][CH:5]=[C:4]([Br:8])[CH:3]=1.[F:9][C:10]1[CH:33]=[CH:32][C:13]([O:14][C:15]2[C:16](=[O:31])[NH:17][N:18]=[CH:19][C:20]=2[C:21]2[CH:26]=[CH:25][C:24]([S:27]([CH3:30])(=[O:29])=[O:28])=[CH:23][CH:22]=2)=[CH:12][CH:11]=1.N.